Dataset: NCI-60 drug combinations with 297,098 pairs across 59 cell lines. Task: Regression. Given two drug SMILES strings and cell line genomic features, predict the synergy score measuring deviation from expected non-interaction effect. (1) Drug 1: C1=C(C(=O)NC(=O)N1)F. Drug 2: C1=NC2=C(N=C(N=C2N1C3C(C(C(O3)CO)O)F)Cl)N. Cell line: SF-268. Synergy scores: CSS=36.2, Synergy_ZIP=-0.959, Synergy_Bliss=2.59, Synergy_Loewe=3.36, Synergy_HSA=5.85. (2) Drug 1: CC1C(C(CC(O1)OC2CC(CC3=C2C(=C4C(=C3O)C(=O)C5=C(C4=O)C(=CC=C5)OC)O)(C(=O)CO)O)N)O.Cl. Drug 2: COC1=C(C=C2C(=C1)N=CN=C2NC3=CC(=C(C=C3)F)Cl)OCCCN4CCOCC4. Cell line: SF-268. Synergy scores: CSS=2.16, Synergy_ZIP=0.956, Synergy_Bliss=2.99, Synergy_Loewe=0.991, Synergy_HSA=1.26. (3) Drug 1: COC1=NC(=NC2=C1N=CN2C3C(C(C(O3)CO)O)O)N. Drug 2: CC1=C(C(=CC=C1)Cl)NC(=O)C2=CN=C(S2)NC3=CC(=NC(=N3)C)N4CCN(CC4)CCO. Cell line: SF-268. Synergy scores: CSS=-2.79, Synergy_ZIP=4.98, Synergy_Bliss=5.38, Synergy_Loewe=-5.11, Synergy_HSA=-1.90. (4) Drug 1: CCCCCOC(=O)NC1=NC(=O)N(C=C1F)C2C(C(C(O2)C)O)O. Drug 2: CN(CCCl)CCCl.Cl. Cell line: SNB-75. Synergy scores: CSS=14.4, Synergy_ZIP=-1.98, Synergy_Bliss=0.893, Synergy_Loewe=-1.40, Synergy_HSA=1.88. (5) Drug 1: CCC1(CC2CC(C3=C(CCN(C2)C1)C4=CC=CC=C4N3)(C5=C(C=C6C(=C5)C78CCN9C7C(C=CC9)(C(C(C8N6C=O)(C(=O)OC)O)OC(=O)C)CC)OC)C(=O)OC)O.OS(=O)(=O)O. Drug 2: CCC1(CC2CC(C3=C(CCN(C2)C1)C4=CC=CC=C4N3)(C5=C(C=C6C(=C5)C78CCN9C7C(C=CC9)(C(C(C8N6C)(C(=O)OC)O)OC(=O)C)CC)OC)C(=O)OC)O.OS(=O)(=O)O. Cell line: UO-31. Synergy scores: CSS=0.168, Synergy_ZIP=-0.0644, Synergy_Bliss=-1.20, Synergy_Loewe=-1.80, Synergy_HSA=-1.79. (6) Cell line: A549. Drug 1: CN(C)N=NC1=C(NC=N1)C(=O)N. Synergy scores: CSS=3.52, Synergy_ZIP=0.671, Synergy_Bliss=0.654, Synergy_Loewe=-2.28, Synergy_HSA=-0.593. Drug 2: C(CN)CNCCSP(=O)(O)O. (7) Drug 1: CCCS(=O)(=O)NC1=C(C(=C(C=C1)F)C(=O)C2=CNC3=C2C=C(C=N3)C4=CC=C(C=C4)Cl)F. Drug 2: C1CC(C1)(C(=O)O)C(=O)O.[NH2-].[NH2-].[Pt+2]. Cell line: MDA-MB-435. Synergy scores: CSS=36.5, Synergy_ZIP=5.16, Synergy_Bliss=7.49, Synergy_Loewe=-14.9, Synergy_HSA=7.18. (8) Drug 1: C1=CC(=C2C(=C1NCCNCCO)C(=O)C3=C(C=CC(=C3C2=O)O)O)NCCNCCO. Drug 2: C1CN1P(=S)(N2CC2)N3CC3. Cell line: SK-MEL-2. Synergy scores: CSS=46.7, Synergy_ZIP=0.791, Synergy_Bliss=2.08, Synergy_Loewe=-28.7, Synergy_HSA=3.20.